Dataset: Full USPTO retrosynthesis dataset with 1.9M reactions from patents (1976-2016). Task: Predict the reactants needed to synthesize the given product. The reactants are: Br[C:2]1[CH:7]=[CH:6][C:5]([C:8]([F:33])([F:32])[CH2:9][N:10]2[CH2:15][CH2:14][CH:13]([NH:16][C:17]3[N:22]=[CH:21][N:20]=[C:19]4[N:23](C5CCCCO5)[N:24]=[CH:25][C:18]=34)[CH2:12][CH2:11]2)=[CH:4][CH:3]=1.[CH2:34](B(O)O)[CH3:35].P([O-])([O-])([O-])=O.[K+].[K+].[K+]. Given the product [CH2:34]([C:2]1[CH:3]=[CH:4][C:5]([C:8]([F:32])([F:33])[CH2:9][N:10]2[CH2:15][CH2:14][CH:13]([NH:16][C:17]3[N:22]=[CH:21][N:20]=[C:19]4[NH:23][N:24]=[CH:25][C:18]=34)[CH2:12][CH2:11]2)=[CH:6][CH:7]=1)[CH3:35], predict the reactants needed to synthesize it.